Dataset: Reaction yield outcomes from USPTO patents with 853,638 reactions. Task: Predict the reaction yield, written as a fraction of the theoretical maximum amount of product (1.0 means a 100% yield; for example, 0.34 means a 34% yield). (1) The catalyst is CC(N(C)C)=O.C1C=CC([P]([Pd]([P](C2C=CC=CC=2)(C2C=CC=CC=2)C2C=CC=CC=2)([P](C2C=CC=CC=2)(C2C=CC=CC=2)C2C=CC=CC=2)[P](C2C=CC=CC=2)(C2C=CC=CC=2)C2C=CC=CC=2)(C2C=CC=CC=2)C2C=CC=CC=2)=CC=1. The reactants are [CH3:1][O:2][C:3]([C:5]1[CH:6]=[C:7]([C:12]2[CH:17]=[CH:16][C:15]([CH3:18])=[CH:14][C:13]=2[F:19])[CH:8]=[C:9](I)[CH:10]=1)=[O:4].C[C:21]1[N:22]=[CH:23][S:24][CH:25]=1.CC(O[K])=O. The product is [CH3:1][O:2][C:3]([C:5]1[CH:6]=[C:7]([C:12]2[CH:17]=[CH:16][C:15]([CH3:18])=[CH:14][C:13]=2[F:19])[CH:8]=[C:9]([C:25]2[S:24][CH:23]=[N:22][CH:21]=2)[CH:10]=1)=[O:4]. The yield is 0.680. (2) The reactants are [C:1]([O:18][CH2:19][CH:20]([CH2:22][OH:23])[OH:21])(=[O:17])[CH2:2][CH2:3][CH2:4][CH2:5][CH2:6][CH2:7][CH2:8][CH2:9][CH2:10][CH2:11][CH2:12][CH2:13][CH2:14][CH2:15][CH3:16].ClCCl.[C:27](Cl)(=[O:29])[CH3:28].Cl. The catalyst is O.N1C=CC=CC=1. The product is [C:1]([O:18][CH2:19][CH:20]([CH2:22][O:23][C:27](=[O:29])[CH3:28])[OH:21])(=[O:17])[CH2:2][CH2:3][CH2:4][CH2:5][CH2:6][CH2:7][CH2:8][CH2:9][CH2:10][CH2:11][CH2:12][CH2:13][CH2:14][CH2:15][CH3:16]. The yield is 0.610. (3) The yield is 0.330. The catalyst is C1COCC1.CCOC(C)=O.[Pd].C1(P(C2C=CC=CC=2)C2C=CC=CC=2)C=CC=CC=1.C1(P(C2C=CC=CC=2)C2C=CC=CC=2)C=CC=CC=1.C1(P(C2C=CC=CC=2)C2C=CC=CC=2)C=CC=CC=1.C1(P(C2C=CC=CC=2)C2C=CC=CC=2)C=CC=CC=1. The product is [Cl:1][C:2]1[NH:10][C:9]2[C:8](=[O:14])[NH:7][C:6](=[O:15])[N:5]([CH2:16][CH2:17][CH2:18][CH2:19][CH3:20])[C:4]=2[N:3]=1. The reactants are [Cl:1][C:2]1[N:10](CC=C)[C:9]2[C:8](=[O:14])[NH:7][C:6](=[O:15])[N:5]([CH2:16][CH2:17][CH2:18][CH2:19][CH3:20])[C:4]=2[N:3]=1.CS(C)=O.N1CCOCC1. (4) The reactants are O[C:2]([CH3:17])=[CH:3][C:4]([C:6]1[CH:16]=[CH:15][C:9]2[O:10][CH2:11][C:12](=[O:14])[NH:13][C:8]=2[CH:7]=1)=O.[C:18]1([NH:24][NH2:25])[CH:23]=[CH:22][CH:21]=[CH:20][CH:19]=1. No catalyst specified. The product is [CH3:17][C:2]1[CH:3]=[C:4]([C:6]2[CH:16]=[CH:15][C:9]3[O:10][CH2:11][C:12](=[O:14])[NH:13][C:8]=3[CH:7]=2)[N:24]([C:18]2[CH:23]=[CH:22][CH:21]=[CH:20][CH:19]=2)[N:25]=1. The yield is 0.210. (5) The product is [F:45][C:40]1[CH:41]=[CH:42][CH:43]=[C:38]([O:46][CH3:47])[C:39]=1[C:2]1[C:3]2[C:7]([CH:8]=[CH:9][CH:10]=1)=[N:6][N:5]1[C:11]([CH:16]3[CH2:17][CH2:18][N:19]([C:22]([O:24][C:25]([CH3:27])([CH3:26])[CH3:28])=[O:23])[CH2:20][CH2:21]3)=[CH:12][C:13](=[O:15])[NH:14][C:4]=21. The catalyst is O.C(OCC)(=O)C. The yield is 0.360. The reactants are Br[C:2]1[C:3]2[C:7]([CH:8]=[CH:9][CH:10]=1)=[N:6][N:5]1[C:11]([CH:16]3[CH2:21][CH2:20][N:19]([C:22]([O:24][C:25]([CH3:28])([CH3:27])[CH3:26])=[O:23])[CH2:18][CH2:17]3)=[CH:12][C:13](=[O:15])[NH:14][C:4]=21.P([O-])([O-])([O-])=O.[K+].[K+].[K+].Br[C:38]1[CH:43]=[C:42](F)[CH:41]=[C:40]([F:45])[CH:39]=1.[O:46]1CCC[CH2:47]1. (6) The reactants are [F:1][C:2]1[C:7]([F:8])=[CH:6][C:5]([CH:9]=[CH:10]N(C)C)=[C:4]([N+:14]([O-])=O)[CH:3]=1. The catalyst is [Pd].CO. The product is [F:8][C:7]1[CH:6]=[C:5]2[C:4](=[CH:3][C:2]=1[F:1])[NH:14][CH:10]=[CH:9]2. The yield is 0.280.